Dataset: Catalyst prediction with 721,799 reactions and 888 catalyst types from USPTO. Task: Predict which catalyst facilitates the given reaction. (1) Reactant: [CH2:1]([O:3][C:4]([C:6]1[C:7]([OH:25])=[C:8]2[C:14]([Br:15])=[C:13]([Br:16])[N:12]([C:17]3[CH:22]=[CH:21][C:20]([O:23][CH3:24])=[CH:19][CH:18]=3)[C:9]2=[CH:10][N:11]=1)=[O:5])[CH3:2].C1C(=O)N([Br:33])C(=O)C1. Product: [CH2:1]([O:3][C:4]([C:6]1[C:7]([OH:25])=[C:8]2[C:14]([Br:15])=[C:13]([Br:16])[N:12]([C:17]3[CH:22]=[CH:21][C:20]([O:23][CH3:24])=[CH:19][CH:18]=3)[C:9]2=[C:10]([Br:33])[N:11]=1)=[O:5])[CH3:2]. The catalyst class is: 23. (2) Reactant: [Cl:1][C:2]1[CH:7]=[CH:6][CH:5]=[CH:4][C:3]=1[C:8]1[CH:9]=[N:10][C:11]2[N:12]([N:21]=[C:22](SC)[C:23]=2[C:24](=[O:31])[NH:25][CH:26]2[CH2:30][CH2:29][CH2:28][CH2:27]2)[C:13]=1[C:14]1[CH:19]=[CH:18][C:17]([Cl:20])=[CH:16][CH:15]=1.Cl[C:35]1C=CC=C(C(OO)=O)C=1.[S:45]([O-:49])([O-])(=[O:47])=S.[Na+].[Na+]. Product: [Cl:1][C:2]1[CH:7]=[CH:6][CH:5]=[CH:4][C:3]=1[C:8]1[CH:9]=[N:10][C:11]2[N:12]([N:21]=[C:22]([S:45]([CH3:35])(=[O:49])=[O:47])[C:23]=2[C:24](=[O:31])[NH:25][CH:26]2[CH2:30][CH2:29][CH2:28][CH2:27]2)[C:13]=1[C:14]1[CH:15]=[CH:16][C:17]([Cl:20])=[CH:18][CH:19]=1. The catalyst class is: 2. (3) Product: [OH:2][C:3]1[CH:4]=[CH:5][C:6]([CH2:9][C@H:10]([C:12]2[CH:13]=[CH:14][CH:15]=[CH:16][CH:17]=2)[CH3:11])=[CH:7][CH:8]=1. The catalyst class is: 15. Reactant: C[O:2][C:3]1[CH:8]=[CH:7][C:6]([CH2:9][C@H:10]([C:12]2[CH:17]=[CH:16][CH:15]=[CH:14][CH:13]=2)[CH3:11])=[CH:5][CH:4]=1.Br. (4) The catalyst class is: 19. Product: [NH2:25][CH2:24][C:23]([NH:22][C@H:12]1[CH2:13][CH2:14][C@@H:15]([N:17]([CH:19]([CH3:20])[CH3:21])[CH3:18])[CH2:16][C@H:11]1[CH:8]([CH3:10])[CH3:9])=[O:36]. Reactant: FC(F)(F)C(O)=O.[CH:8]([C@@H:11]1[CH2:16][C@H:15]([N:17]([CH:19]([CH3:21])[CH3:20])[CH3:18])[CH2:14][CH2:13][C@@H:12]1[NH:22][C:23](=[O:36])[CH2:24][NH:25]C(=O)OCC1C=CC=CC=1)([CH3:10])[CH3:9]. (5) Reactant: Cl.[CH3:2][C:3]1[C:11]2[C:6](=[CH:7][CH:8]=[CH:9][CH:10]=2)[NH:5][C:4]=1[C:12]1[CH:13]=[N:14][CH:15]=[CH:16][CH:17]=1.C[Si]([N-][Si](C)(C)C)(C)C.[K+].Br[CH2:29][C:30]1[CH:34]=[C:33]([CH3:35])[O:32][N:31]=1. Product: [NH4+:5].[OH-:32].[CH3:2][C:3]1[C:11]2[C:6](=[CH:7][CH:8]=[CH:9][CH:10]=2)[N:5]([CH2:29][C:30]2[CH:34]=[C:33]([CH3:35])[O:32][N:31]=2)[C:4]=1[C:12]1[CH:13]=[N:14][CH:15]=[CH:16][CH:17]=1. The catalyst class is: 1. (6) Reactant: [O:1]1[C:5]2[CH:6]=[CH:7][C:8]([S:10]([N:13]([CH2:38][CH:39]([CH3:41])[CH3:40])[CH2:14][C@@H:15]([OH:37])[C@@H:16]([NH:25][C:26](=[O:36])[O:27][C@@H:28]3[C@H:35]4[C@H:31]([O:32][CH2:33][CH2:34]4)[O:30][CH2:29]3)[CH2:17][C:18]3[CH:23]=[CH:22][C:21]([OH:24])=[CH:20][CH:19]=3)(=[O:12])=[O:11])=[CH:9][C:4]=2[O:3][CH2:2]1.C(=O)([O-])[O-].[Cs+].[Cs+].Br[CH2:49][C:50]([NH2:52])=[O:51]. Product: [NH2:52][C:50](=[O:51])[CH2:49][O:24][C:21]1[CH:22]=[CH:23][C:18]([CH2:17][C@H:16]([NH:25][C:26](=[O:36])[O:27][C@@H:28]2[C@H:35]3[C@H:31]([O:32][CH2:33][CH2:34]3)[O:30][CH2:29]2)[C@H:15]([OH:37])[CH2:14][N:13]([S:10]([C:8]2[CH:7]=[CH:6][C:5]3[O:1][CH2:2][O:3][C:4]=3[CH:9]=2)(=[O:12])=[O:11])[CH2:38][CH:39]([CH3:41])[CH3:40])=[CH:19][CH:20]=1. The catalyst class is: 42. (7) Reactant: C([Si](Cl)(Cl)Cl)CC.[C:8]1(C)C=[CH:12][CH:11]=[CH:10][CH:9]=1.[OH2:15].C[Si]([O:26][CH:27]([CH3:29])[CH3:28])([O:26][CH:27]([CH3:29])[CH3:28])[O:26][CH:27]([CH3:29])[CH3:28]. Product: [CH3:8]/[CH:9]=[CH:10]/[CH:11]1[CH2:12][C@H:28]([OH:15])[C@H:27]([OH:26])[CH2:29]1. The catalyst class is: 32.